This data is from Peptide-MHC class I binding affinity with 185,985 pairs from IEDB/IMGT. The task is: Regression. Given a peptide amino acid sequence and an MHC pseudo amino acid sequence, predict their binding affinity value. This is MHC class I binding data. (1) The binding affinity (normalized) is 0. The MHC is HLA-B27:05 with pseudo-sequence HLA-B27:05. The peptide sequence is MTQTLLIQNA. (2) The peptide sequence is FMKIGAHPI. The MHC is H-2-Db with pseudo-sequence H-2-Db. The binding affinity (normalized) is 0.516. (3) The peptide sequence is ALFLLVAHYA. The MHC is HLA-A02:01 with pseudo-sequence HLA-A02:01. The binding affinity (normalized) is 0.540. (4) The peptide sequence is WHQARFEEL. The MHC is HLA-A03:01 with pseudo-sequence HLA-A03:01. The binding affinity (normalized) is 0.0847. (5) The peptide sequence is IFFASFYYIW. The MHC is Patr-A0701 with pseudo-sequence Patr-A0701. The binding affinity (normalized) is 0.334. (6) The peptide sequence is RTSKAPLER. The MHC is HLA-B40:02 with pseudo-sequence HLA-B40:02. The binding affinity (normalized) is 0.